From a dataset of NCI-60 drug combinations with 297,098 pairs across 59 cell lines. Regression. Given two drug SMILES strings and cell line genomic features, predict the synergy score measuring deviation from expected non-interaction effect. (1) Drug 1: CNC(=O)C1=CC=CC=C1SC2=CC3=C(C=C2)C(=NN3)C=CC4=CC=CC=N4. Drug 2: C1=CC(=CC=C1CCC2=CNC3=C2C(=O)NC(=N3)N)C(=O)NC(CCC(=O)O)C(=O)O. Cell line: SNB-19. Synergy scores: CSS=35.0, Synergy_ZIP=4.12, Synergy_Bliss=4.28, Synergy_Loewe=-5.82, Synergy_HSA=5.26. (2) Drug 1: C1=NC2=C(N1)C(=S)N=C(N2)N. Drug 2: C1CN(P(=O)(OC1)NCCCl)CCCl. Cell line: CAKI-1. Synergy scores: CSS=41.0, Synergy_ZIP=-2.53, Synergy_Bliss=-3.00, Synergy_Loewe=-45.5, Synergy_HSA=-3.23. (3) Drug 1: C1C(C(OC1N2C=NC(=NC2=O)N)CO)O. Drug 2: N.N.Cl[Pt+2]Cl. Cell line: SR. Synergy scores: CSS=60.3, Synergy_ZIP=-1.64, Synergy_Bliss=2.02, Synergy_Loewe=5.53, Synergy_HSA=6.15. (4) Drug 1: CCCS(=O)(=O)NC1=C(C(=C(C=C1)F)C(=O)C2=CNC3=C2C=C(C=N3)C4=CC=C(C=C4)Cl)F. Drug 2: CC1=C(C=C(C=C1)NC(=O)C2=CC=C(C=C2)CN3CCN(CC3)C)NC4=NC=CC(=N4)C5=CN=CC=C5. Cell line: HCT116. Synergy scores: CSS=-2.23, Synergy_ZIP=2.06, Synergy_Bliss=0.0231, Synergy_Loewe=-3.47, Synergy_HSA=-3.38. (5) Drug 1: CC1=CC=C(C=C1)C2=CC(=NN2C3=CC=C(C=C3)S(=O)(=O)N)C(F)(F)F. Drug 2: CC1=C(C(CCC1)(C)C)C=CC(=CC=CC(=CC(=O)O)C)C. Cell line: OVCAR3. Synergy scores: CSS=3.62, Synergy_ZIP=-3.56, Synergy_Bliss=-4.24, Synergy_Loewe=-13.9, Synergy_HSA=-8.94. (6) Drug 1: C1=CN(C(=O)N=C1N)C2C(C(C(O2)CO)O)O.Cl. Drug 2: CCC1(CC2CC(C3=C(CCN(C2)C1)C4=CC=CC=C4N3)(C5=C(C=C6C(=C5)C78CCN9C7C(C=CC9)(C(C(C8N6C=O)(C(=O)OC)O)OC(=O)C)CC)OC)C(=O)OC)O.OS(=O)(=O)O. Cell line: A498. Synergy scores: CSS=15.6, Synergy_ZIP=-4.68, Synergy_Bliss=5.52, Synergy_Loewe=0.884, Synergy_HSA=5.20. (7) Drug 1: CC1=CC2C(CCC3(C2CCC3(C(=O)C)OC(=O)C)C)C4(C1=CC(=O)CC4)C. Drug 2: COC1=C2C(=CC3=C1OC=C3)C=CC(=O)O2. Cell line: DU-145. Synergy scores: CSS=-9.07, Synergy_ZIP=1.98, Synergy_Bliss=-5.35, Synergy_Loewe=-8.90, Synergy_HSA=-10.3. (8) Drug 1: C1=CC(=CC=C1CCC2=CNC3=C2C(=O)NC(=N3)N)C(=O)NC(CCC(=O)O)C(=O)O. Drug 2: CC(CN1CC(=O)NC(=O)C1)N2CC(=O)NC(=O)C2. Cell line: HCT116. Synergy scores: CSS=59.6, Synergy_ZIP=-3.62, Synergy_Bliss=-5.69, Synergy_Loewe=-4.50, Synergy_HSA=0.329.